This data is from Drug-target binding data from BindingDB using IC50 measurements. The task is: Regression. Given a target protein amino acid sequence and a drug SMILES string, predict the binding affinity score between them. We predict pIC50 (pIC50 = -log10(IC50 in M); higher means more potent). Dataset: bindingdb_ic50. (1) The target protein sequence is MSSVKEQLIENLIEEDEVSQSKITIVGTGAVGMACAICILLKDLADELALVDVVTDKLKGETMDLQHGSLFFNTPKIVSGKDYTVSANSKLVIITAGARQQEGESRLNLVQRNVDIMKSVIPAIVQNSPDCKMLIVSNPVDILTYVVWKLSGLPATRVIGSGCNLDSARFRYLIGQKLGVHPSSCHGWIIGEHGDSSVPLWSGVNVAGVALKSLDPKLGSDSDKDSWKNIHKEVVGSAYEIIKLKGYTSWGIGLSVTDLVKSILKNLRRVHPVSTMVKGSYGIKEEIFLSIPCVLGRNGVSDVVKVNLNSEEEALLKKSASTLWNVQKDLKF. The pIC50 is 3.8. The compound is CCCCCCCCCCCCCCCCNC(=O)C(=O)O. (2) The target protein (P13716) has sequence MQPQSVLHSGYFHPLLRAWQTATTTLNASNLIYPIFVTDVPDDIQPITSLPGVARYGVKRLEEMLRPLVEEGLRCVLIFGVPSRVPKDERGSAADSEESPAIEAIHLLRKTFPNLLVACDVCLCPYTSHGHCGLLSENGAFRAEESRQRLAEVALAYAKAGCQVVAPSDMMDGRVEAIKEALMAHGLGNRVSVMSYSAKFASCFYGPFRDAAKSSPAFGDRRCYQLPPGARGLALRAVDRDVREGADMLMVKPGMPYLDIVREVKDKHPDLPLAVYHVSGEFAMLWHGAQAGAFDLKAAVLEAMTAFRRAGADIIITYYTPQLLQWLKEE. The pIC50 is 3.0. The compound is O=C(O)c1ccc2c(c1)n(CCN1CCCC1)c(=O)n2Cc1ccc(F)cc1. (3) The target protein sequence is MRPSGTAGAALLALLAALCPASRALEEKKVCQGTSNKLTQLGTFEDHFLSLQRMFNNCEVVLGNLEITYVQRNYDLSFLKTIQEVAGYVLIALNTVERIPLENLQIIRGNMYYENSYALAVLSNYDANKTGLKELPMRNLQEILHGAVRFSNNPALCNVESIQWRDIVSSDFLSNMSMDFQNHLGSCQKCDPSCPNGSCWGAGEENCQKLTKIICAQQCSGRCRGKSPSDCCHNQCAAGCTGPRESDCLVCRKFRDEATCKDTCPPLMLYNPTTYQMDVNPEGKYSFGATCVKKCPRNYVVTDHGSCVRACGADSYEMEEDGVRKCKKCEGPCRKVCNGIGIGEFKDSLSINATNIKHFKNCTSISGDLHILPVAFRGDSFTHTPPLDPQELDILKTVKEITGFLLIQAWPENRTDLHAFENLEIIRGRTKQHGQFSLAVVSLNITSLGLRSLKEISDGDVIISGNKNLCYANTINWKKLFGTSGQKTKIISNRGENSCK.... The pIC50 is 8.2. The small molecule is C=CC(=O)Nc1cccc(Oc2nc(Nc3ccc(OC)cc3OC)ncc2Cl)c1. (4) The pIC50 is 7.2. The target protein (Q9I8D0) has sequence MGELFRSEEMTLAQLFLQSEAAYCCVSELGELGKVQFRDLNPDVNVFQRKFVNEVRRCEEMDRKLRFVEKEIKKANIPIMDTGENPEVPFPRDMIDLEANFEKIENELKEINTNQEALKRNFLELTELKFILRKTQQFFDEMADPDLLEESSSLLEPSEMGRGAPLRLGFVAGVINRERIPTFERMLWRVCRGNVFLRQAEIENPLEDPVTGDYVHKSVFIIFFQGDQLKNRVKKICEGFRASLYPCPETPQERKEMASGVNTRIDDLQMVLNQTEDHRQRVLQAAAKNIRVWFIKVRKMKAIYHTLNLCNIDVTQKCLSAEVWCPVADLDSIQFALRRGTEHSGSTVPSILNRMQTNQTPPTYNKTNKFTCGFQNIVDAYGIGTYREINPAPYTIITFPFLFAVMFGDFGHGILMTLIAIWMVLRESRILSQKSDNEMFSTVFSGRYIILLMGLFSTYTGLIYNDCFSKSLNMFGSSWSVRPMFSKANWSDELLKTTPL.... The drug is CO/C(=C\C=C\c1cc2cc(Cl)c(Cl)cc2[nH]1)C(=O)NCCCN1CCN(c2ncccn2)CC1.